This data is from NCI-60 drug combinations with 297,098 pairs across 59 cell lines. The task is: Regression. Given two drug SMILES strings and cell line genomic features, predict the synergy score measuring deviation from expected non-interaction effect. (1) Drug 1: CN1CCC(CC1)COC2=C(C=C3C(=C2)N=CN=C3NC4=C(C=C(C=C4)Br)F)OC. Drug 2: C1=CC(=CC=C1CC(C(=O)O)N)N(CCCl)CCCl.Cl. Cell line: M14. Synergy scores: CSS=-4.50, Synergy_ZIP=1.75, Synergy_Bliss=-1.35, Synergy_Loewe=-5.64, Synergy_HSA=-5.73. (2) Drug 1: CC1=C(C=C(C=C1)C(=O)NC2=CC(=CC(=C2)C(F)(F)F)N3C=C(N=C3)C)NC4=NC=CC(=N4)C5=CN=CC=C5. Drug 2: CC1=C2C(C(=O)C3(C(CC4C(C3C(C(C2(C)C)(CC1OC(=O)C(C(C5=CC=CC=C5)NC(=O)C6=CC=CC=C6)O)O)OC(=O)C7=CC=CC=C7)(CO4)OC(=O)C)O)C)OC(=O)C. Cell line: SNB-75. Synergy scores: CSS=15.2, Synergy_ZIP=8.29, Synergy_Bliss=12.0, Synergy_Loewe=1.43, Synergy_HSA=7.40. (3) Drug 1: CN(C)N=NC1=C(NC=N1)C(=O)N. Drug 2: CC(C1=C(C=CC(=C1Cl)F)Cl)OC2=C(N=CC(=C2)C3=CN(N=C3)C4CCNCC4)N. Cell line: CAKI-1. Synergy scores: CSS=9.44, Synergy_ZIP=-7.88, Synergy_Bliss=-8.08, Synergy_Loewe=-5.08, Synergy_HSA=-4.92.